Dataset: Experimentally validated miRNA-target interactions with 360,000+ pairs, plus equal number of negative samples. Task: Binary Classification. Given a miRNA mature sequence and a target amino acid sequence, predict their likelihood of interaction. (1) The miRNA is hsa-miR-3684 with sequence UUAGACCUAGUACACGUCCUU. The protein sequence of the target gene is MGAERRLLSIKEAFRLAQQPHQNQAKLVVALSRTYRTMDDKTVFHEEFIHYLKYVMVVYKREPAVERVIEFAAKFVTSFHQSDMEDDEEEEDGGLLNYLFTFLLKSHEANSNAVRFRVCLLINKLLGSMPENAQIDDDVFDKINKAMLIRLKDKIPNVRIQAVLALSRLQDPKDDECPVVNAYATLIENDSNPEVRRAVLSCIAPSAKTLPKIVGRTKDVKEAVRKLAYQVLAEKVHMRAMSIAQRVMLLQQGLNDRSDAVKQAMQKHLLQGWLRFSEGNILELLHRLDVENSSEVAVSV.... Result: 0 (no interaction). (2) The miRNA is hsa-miR-4297 with sequence UGCCUUCCUGUCUGUG. The protein sequence of the target gene is MWRWIRQQLGFDPPHQSDTRTIYVANRFPQNGLYTPQKFIDNRIISSKYTVWNFVPKNLFEQFRRVANFYFLIIFLVQLMIDTPTSPVTSGLPLFFVITVTAIKQGYEDWLRHNSDNEVNGAPVYVVRSGGLVKTRSKNIRVGDIVRIAKDEIFPADLVLLSSDRLDGSCHVTTASLDGETNLKTHVAVPETALLQTVANLDTLVAVIECQQPEADLYRFMGRMIITQQMEEIVRPLGPESLLLRGARLKNTKEIFGVAVYTGMETKMALNYKSKSQKRSAVEKSMNTFLIIYLVILISE.... Result: 0 (no interaction).